Dataset: Peptide-MHC class I binding affinity with 185,985 pairs from IEDB/IMGT. Task: Regression. Given a peptide amino acid sequence and an MHC pseudo amino acid sequence, predict their binding affinity value. This is MHC class I binding data. The peptide sequence is RTLDTLALY. The MHC is HLA-A03:01 with pseudo-sequence HLA-A03:01. The binding affinity (normalized) is 0.316.